This data is from Reaction yield outcomes from USPTO patents with 853,638 reactions. The task is: Predict the reaction yield, written as a fraction of the theoretical maximum amount of product (1.0 means a 100% yield; for example, 0.34 means a 34% yield). (1) The reactants are [CH:1]1([C:4]2[N:8]([CH2:9][C:10]3[C:15]([F:16])=[CH:14][C:13]([O:17][CH2:18][CH3:19])=[CH:12][C:11]=3[F:20])[N:7]=[C:6]([C:21]3[N:26]=[C:25]([NH2:27])[C:24]([NH2:28])=[C:23]([NH2:29])[N:22]=3)[C:5]=2[CH3:30])[CH2:3][CH2:2]1.[N:31]([CH2:34][CH3:35])=[C:32]=[O:33]. The catalyst is CN(C=O)C. The product is [NH2:29][C:23]1[C:24]([NH:28][C:32]([NH:31][CH2:34][CH3:35])=[O:33])=[C:25]([NH2:27])[N:26]=[C:21]([C:6]2[C:5]([CH3:30])=[C:4]([CH:1]3[CH2:3][CH2:2]3)[N:8]([CH2:9][C:10]3[C:15]([F:16])=[CH:14][C:13]([O:17][CH2:18][CH3:19])=[CH:12][C:11]=3[F:20])[N:7]=2)[N:22]=1. The yield is 0.530. (2) The reactants are [CH3:1][C:2]1([CH3:39])[CH2:11][C:10](=[O:12])[C:9]2[C:4](=[CH:5][CH:6]=[C:7]([N:13]3[C:18](=[O:19])[C:17]([CH2:20][C:21]4[CH:26]=[CH:25][C:24]([C:27]5[C:28]([C:33]#[N:34])=[CH:29][CH:30]=[CH:31][CH:32]=5)=[CH:23][CH:22]=4)=[C:16]([CH2:35][CH2:36][CH3:37])[N:15]=[C:14]3[CH3:38])[CH:8]=2)[O:3]1.[BH4-].[Na+].S([O-])(O)(=O)=O.[K+]. The catalyst is CO.O1CCCC1. The product is [OH:12][CH:10]1[C:9]2[C:4](=[CH:5][CH:6]=[C:7]([N:13]3[C:18](=[O:19])[C:17]([CH2:20][C:21]4[CH:26]=[CH:25][C:24]([C:27]5[C:28]([C:33]#[N:34])=[CH:29][CH:30]=[CH:31][CH:32]=5)=[CH:23][CH:22]=4)=[C:16]([CH2:35][CH2:36][CH3:37])[N:15]=[C:14]3[CH3:38])[CH:8]=2)[O:3][C:2]([CH3:1])([CH3:39])[CH2:11]1. The yield is 1.00. (3) The reactants are Br[C:2]1[N:22]([S:23]([C:26]2[CH:31]=[CH:30][CH:29]=[CH:28][CH:27]=2)(=[O:25])=[O:24])[C:5]2=[N:6][CH:7]=[C:8]([CH2:10][CH2:11][C:12]3[CH:17]=[C:16]([O:18][CH3:19])[CH:15]=[C:14]([O:20][CH3:21])[CH:13]=3)[N:9]=[C:4]2[CH:3]=1.C(OC([N:39]1[CH:43]=[C:42](B2OC(C)(C)C(C)(C)O2)[CH:41]=[N:40]1)=O)(C)(C)C.ClCCl.P([O-])([O-])([O-])=O.[K+].[K+].[K+]. The catalyst is O.O1CCOCC1. The product is [CH3:21][O:20][C:14]1[CH:13]=[C:12]([CH2:11][CH2:10][C:8]2[N:9]=[C:4]3[CH:3]=[C:2]([C:42]4[CH:43]=[N:39][NH:40][CH:41]=4)[N:22]([S:23]([C:26]4[CH:31]=[CH:30][CH:29]=[CH:28][CH:27]=4)(=[O:25])=[O:24])[C:5]3=[N:6][CH:7]=2)[CH:17]=[C:16]([O:18][CH3:19])[CH:15]=1. The yield is 0.750. (4) The reactants are [CH3:1][C:2]1[NH:3][C:4](=[O:26])[C:5]([CH2:11][C:12]2[CH:17]=[CH:16][C:15]([C:18]3[C:19]([C:24]#[N:25])=[CH:20][CH:21]=[CH:22][CH:23]=3)=[CH:14][CH:13]=2)=[C:6]([CH2:8][CH2:9][CH3:10])[N:7]=1.[H-].[Na+].Br[CH2:30][C:31]1[CH:36]=[CH:35][C:34]([CH3:37])=[CH:33][CH:32]=1.[Cl-].O[NH3+:40].[C:41](=[O:44])([O-])[OH:42].[Na+]. The catalyst is C(OCC)(=O)C.CS(C)=O.CN(C)C=O. The product is [CH3:1][C:2]1[N:3]([CH2:30][C:31]2[CH:36]=[CH:35][C:34]([CH3:37])=[CH:33][CH:32]=2)[C:4](=[O:26])[C:5]([CH2:11][C:12]2[CH:17]=[CH:16][C:15]([C:18]3[CH:23]=[CH:22][CH:21]=[CH:20][C:19]=3[C:24]3[NH:40][C:41](=[O:44])[O:42][N:25]=3)=[CH:14][CH:13]=2)=[C:6]([CH2:8][CH2:9][CH3:10])[N:7]=1. The yield is 0.640. (5) The reactants are [N:1]1([CH2:7][CH2:8][NH:9][C:10]2[C:18]3[O:17][CH:16]=[CH:15][C:14]=3[CH:13]=[C:12]([N+:19]([O-:21])=[O:20])[CH:11]=2)[CH2:6][CH2:5]O[CH2:3][CH2:2]1.N[CH2:23][C@H]1CCCN1CC. No catalyst specified. The product is [CH2:2]([N:1]1[CH2:6][CH2:5][CH2:23][C@@H:7]1[CH2:8][NH:9][C:10]1[C:18]2[O:17][CH:16]=[CH:15][C:14]=2[CH:13]=[C:12]([N+:19]([O-:21])=[O:20])[CH:11]=1)[CH3:3]. The yield is 1.00.